Dataset: Peptide-MHC class II binding affinity with 134,281 pairs from IEDB. Task: Regression. Given a peptide amino acid sequence and an MHC pseudo amino acid sequence, predict their binding affinity value. This is MHC class II binding data. (1) The peptide sequence is VVLGLATSPTAEGGK. The MHC is DRB1_0101 with pseudo-sequence DRB1_0101. The binding affinity (normalized) is 0.583. (2) The binding affinity (normalized) is 0.459. The peptide sequence is GELQIVVKIDAAFKI. The MHC is DRB1_0401 with pseudo-sequence DRB1_0401. (3) The MHC is HLA-DQA10501-DQB10201 with pseudo-sequence HLA-DQA10501-DQB10201. The peptide sequence is INAGFKAALAAAAGVPPADKY. The binding affinity (normalized) is 0.363. (4) The peptide sequence is AFCTPGWEIHPARLV. The MHC is DRB1_0701 with pseudo-sequence DRB1_0701. The binding affinity (normalized) is 0.650. (5) The peptide sequence is GELQIIDKIDAAFKI. The MHC is DRB1_1302 with pseudo-sequence DRB1_1302. The binding affinity (normalized) is 0.604. (6) The peptide sequence is IEFGTNISKEHDGEC. The MHC is HLA-DPA10301-DPB10402 with pseudo-sequence HLA-DPA10301-DPB10402. The binding affinity (normalized) is 0.0479. (7) The peptide sequence is EFVTLAAKFIIEEDS. The MHC is HLA-DQA10201-DQB10202 with pseudo-sequence HLA-DQA10201-DQB10202. The binding affinity (normalized) is 0.492.